Dataset: Forward reaction prediction with 1.9M reactions from USPTO patents (1976-2016). Task: Predict the product of the given reaction. (1) Given the reactants C([O:3][C:4]([C:6]1[CH:11]=[C:10]([CH3:12])[CH:9]=[C:8]([CH2:13][CH:14]([CH3:16])[CH3:15])[N:7]=1)=[O:5])C.[ClH:17], predict the reaction product. The product is: [ClH:17].[CH2:13]([C:8]1[N:7]=[C:6]([C:4]([OH:5])=[O:3])[CH:11]=[C:10]([CH3:12])[CH:9]=1)[CH:14]([CH3:16])[CH3:15]. (2) Given the reactants [ClH:1].[NH2:2][C@@H:3]1[CH2:5][C@H:4]1[C:6]1[CH:22]=[CH:21][C:9]([C:10]([N:12]([CH2:14][C:15]2[CH:20]=[CH:19][CH:18]=[CH:17][CH:16]=2)[CH3:13])=[O:11])=[CH:8][CH:7]=1.C(=O)([O-])O.[Na+].[CH:28]1([CH:31]=O)[CH2:30][CH2:29]1.[BH4-].[Na+], predict the reaction product. The product is: [ClH:1].[CH2:14]([N:12]([CH3:13])[C:10](=[O:11])[C:9]1[CH:21]=[CH:22][C:6]([C@@H:4]2[CH2:5][C@H:3]2[NH:2][CH2:31][CH:28]2[CH2:30][CH2:29]2)=[CH:7][CH:8]=1)[C:15]1[CH:16]=[CH:17][CH:18]=[CH:19][CH:20]=1. (3) The product is: [C:3]([C@:5]([NH:14][C:15](=[O:24])[O:16][CH2:17][C:18]1[CH:23]=[CH:22][N:21]=[CH:20][CH:19]=1)([CH3:13])[CH2:6][C:7]1[CH:8]=[CH:9][CH:10]=[CH:11][CH:12]=1)([OH:4])=[O:2]. Given the reactants C[O:2][C:3]([C@:5]([NH:14][C:15](=[O:24])[O:16][CH2:17][C:18]1[CH:23]=[CH:22][N:21]=[CH:20][CH:19]=1)([CH3:13])[CH2:6][C:7]1[CH:12]=[CH:11][CH:10]=[CH:9][CH:8]=1)=[O:4].O[Li].O.C(O)(=O)C, predict the reaction product. (4) The product is: [OH:23][CH2:22][CH2:21][C:16]1[C:17]2[CH2:18][S:19][N:20]=[C:11]([NH:10][C:8](=[O:9])[O:7][C:3]([CH3:4])([CH3:5])[CH3:6])[C:12]3=[N:28][N:27]([CH2:29][C:30]4[C:35]([CH3:36])=[C:34]([O:37][CH3:38])[C:33]([CH3:39])=[CH:32][N:31]=4)[N:26]=[C:14]([C:13]=23)[CH:15]=1. Given the reactants [BH4-].[Li+].[C:3]([O:7][C:8]([N:10](C(OC(C)(C)C)=O)[C:11]1[C:12]2[C:13]3[C:14](=[N:26][N:27]([CH2:29][C:30]4[C:35]([CH3:36])=[C:34]([O:37][CH3:38])[C:33]([CH3:39])=[CH:32][N:31]=4)[N:28]=2)[CH:15]=[C:16]([CH2:21][C:22](OC)=[O:23])[C:17]=3[CH2:18][S:19][N:20]=1)=[O:9])([CH3:6])([CH3:5])[CH3:4].O1CCCC1.[OH-].[Na+], predict the reaction product. (5) Given the reactants Br[C:2]1[CH:9]=[CH:8][C:5]([C:6]#[N:7])=[C:4]([F:10])[C:3]=1[CH3:11].[CH:12]([B-](F)(F)F)=[CH2:13].[K+], predict the reaction product. The product is: [CH:12]([C:2]1[CH:9]=[CH:8][C:5]([C:6]#[N:7])=[C:4]([F:10])[C:3]=1[CH3:11])=[CH2:13]. (6) Given the reactants Cl[C:2]1[C:11]2[C:6](=[CH:7][CH:8]=[C:9]([N+:12]([O-:14])=[O:13])[CH:10]=2)[N:5]=[CH:4][C:3]=1[C:15]#[N:16].[C:17]([C:21]1[CH:22]=[C:23]([NH2:27])[N:24]([CH3:26])[N:25]=1)([CH3:20])([CH3:19])[CH3:18], predict the reaction product. The product is: [C:17]([C:21]1[CH:22]=[C:23]([NH:27][C:2]2[C:11]3[C:6](=[CH:7][CH:8]=[C:9]([N+:12]([O-:14])=[O:13])[CH:10]=3)[N:5]=[CH:4][C:3]=2[C:15]#[N:16])[N:24]([CH3:26])[N:25]=1)([CH3:20])([CH3:18])[CH3:19]. (7) Given the reactants [F:1][C:2]1[CH:3]=[C:4]([CH2:9][C:10]([OH:12])=O)[CH:5]=[C:6]([F:8])[CH:7]=1.Cl.[NH2:14][CH:15]([C:17]([OH:19])=[O:18])[CH3:16].[CH3:20]CN(C(C)C)C(C)C.C1CCC(N=C=NC2CCCCC2)CC1, predict the reaction product. The product is: [F:8][C:6]1[CH:5]=[C:4]([CH2:9][C:10]([NH:14][C@H:15]([C:17]([O:19][CH3:20])=[O:18])[CH3:16])=[O:12])[CH:3]=[C:2]([F:1])[CH:7]=1. (8) The product is: [CH3:13][O:12][C:8]([O:10][CH3:11])([CH3:9])[CH2:7][CH2:6][CH2:5][C@H:4]([CH3:14])[CH2:3][OH:2]. Given the reactants C[O:2][C:3](=O)[C@@H:4]([CH3:14])[CH2:5][CH2:6][CH2:7][C:8]([O:12][CH3:13])([O:10][CH3:11])[CH3:9].[BH4-].[Li+], predict the reaction product.